Dataset: Catalyst prediction with 721,799 reactions and 888 catalyst types from USPTO. Task: Predict which catalyst facilitates the given reaction. (1) Reactant: I[CH3:2].[Br:3][C:4]1[CH:5]=[CH:6][C:7]2[C:8]3[C:9](=[C:14]([C:17]4[O:21][N:20]=[C:19]([C:22]5[CH:27]=[CH:26][CH:25]=[CH:24][CH:23]=5)[C:18]=4[C:28]([F:31])([F:30])[F:29])[O:15][N:16]=3)[CH2:10][NH:11][C:12]=2[CH:13]=1.[H-].[Na+]. Product: [Br:3][C:4]1[CH:5]=[CH:6][C:7]2[C:8]3[C:9](=[C:14]([C:17]4[O:21][N:20]=[C:19]([C:22]5[CH:27]=[CH:26][CH:25]=[CH:24][CH:23]=5)[C:18]=4[C:28]([F:31])([F:29])[F:30])[O:15][N:16]=3)[CH2:10][N:11]([CH3:2])[C:12]=2[CH:13]=1. The catalyst class is: 1. (2) Reactant: [F:1][C:2]([F:15])([F:14])[S:3]([O:6]S(C(F)(F)F)(=O)=O)(=[O:5])=[O:4].C(N(CC)CC)C.[N:23]1[CH:28]=[CH:27][CH:26]=[CH:25][C:24]=1[C:29]1[N:33]=[C:32]([C:34]2[CH:39]=[C:38](O)[CH:37]=[C:36]([C:41]#[N:42])[CH:35]=2)[O:31][N:30]=1. Product: [N:23]1[CH:28]=[CH:27][CH:26]=[CH:25][C:24]=1[C:29]1[N:33]=[C:32]([C:34]2[CH:39]=[C:38]([O:6][S:3]([C:2]([F:15])([F:14])[F:1])(=[O:5])=[O:4])[CH:37]=[C:36]([C:41]#[N:42])[CH:35]=2)[O:31][N:30]=1. The catalyst class is: 4. (3) Reactant: [F:1][CH:2]([F:19])[O:3][C:4]1[CH:9]=[CH:8][C:7](B2OC(C)(C)C(C)(C)O2)=[CH:6][CH:5]=1.Cl[C:21]1[CH:26]=[CH:25][N:24]([C:27]2[CH:32]=[CH:31][C:30]([O:33][CH2:34][C:35]([OH:38])([CH3:37])[CH3:36])=[C:29]([O:39][CH3:40])[CH:28]=2)[C:23](=[O:41])[CH:22]=1.[O-]P([O-])([O-])=O.[K+].[K+].[K+].C1(P(C2CCCCC2)C2C=CC=CC=2C2C(OC)=CC=CC=2OC)CCCCC1. Product: [F:19][CH:2]([F:1])[O:3][C:4]1[CH:5]=[CH:6][C:7]([C:21]2[CH:26]=[CH:25][N:24]([C:27]3[CH:32]=[CH:31][C:30]([O:33][CH2:34][C:35]([OH:38])([CH3:37])[CH3:36])=[C:29]([O:39][CH3:40])[CH:28]=3)[C:23](=[O:41])[CH:22]=2)=[CH:8][CH:9]=1. The catalyst class is: 498. (4) Reactant: [O:1]=[C:2]1[C@@H:6]([NH:7]C(=O)OC(C)(C)C)[CH2:5][CH2:4][N:3]1[C@H:15]1[CH2:19][CH2:18][O:17][CH2:16]1.Cl. Product: [NH2:7][C@H:6]1[CH2:5][CH2:4][N:3]([C@H:15]2[CH2:19][CH2:18][O:17][CH2:16]2)[C:2]1=[O:1]. The catalyst class is: 158. (5) Reactant: [C:1](Cl)(=[O:3])[CH3:2].[N+:5]([C:8]1[CH:9]=[CH:10][C:11]2[CH2:17][CH2:16][CH2:15][CH2:14][NH:13][C:12]=2[CH:18]=1)([O-:7])=[O:6].C([O-])(O)=O.[Na+]. Product: [N+:5]([C:8]1[CH:9]=[CH:10][C:11]2[CH2:17][CH2:16][CH2:15][CH2:14][N:13]([C:1](=[O:3])[CH3:2])[C:12]=2[CH:18]=1)([O-:7])=[O:6]. The catalyst class is: 2. (6) Reactant: [Cl:1][C:2]1[CH:3]=[C:4]2[NH:26][C:25]([O:27][CH:28]3[CH:32]4[O:33][CH2:34][C@H:35]([OH:36])[CH:31]4[O:30][CH2:29]3)=[N:24][C:5]2=[N:6][C:7]=1[C:8]1[CH:13]=[CH:12][C:11]([C:14]2[CH:19]=[C:18]([F:20])[CH:17]=[C:16]([F:21])[C:15]=2[O:22]C)=[CH:10][CH:9]=1.[Cl-].[Li+]. Product: [Cl:1][C:2]1[CH:3]=[C:4]2[NH:26][C:25]([O:27][CH:28]3[CH:32]4[O:33][CH2:34][C@H:35]([OH:36])[CH:31]4[O:30][CH2:29]3)=[N:24][C:5]2=[N:6][C:7]=1[C:8]1[CH:13]=[CH:12][C:11]([C:14]2[CH:19]=[C:18]([F:20])[CH:17]=[C:16]([F:21])[C:15]=2[OH:22])=[CH:10][CH:9]=1. The catalyst class is: 3. (7) Reactant: [Br:1][C:2]1[S:6][C:5]([C:7]([OH:9])=O)=[CH:4][CH:3]=1.CN1CCOCC1.CN(C(ON1N=NC2C=CC=CC1=2)=[N+](C)C)C.[B-](F)(F)(F)F.[NH2:39][C@H:40]1[CH2:44][N:43]([C:45]2[CH:56]=[CH:55][C:48]3[CH2:49][CH2:50][N:51]([CH3:54])[CH2:52][CH2:53][C:47]=3[CH:46]=2)[C:42](=[O:57])[CH2:41]1.FC(F)(F)C(O)=O. Product: [CH3:54][N:51]1[CH2:52][CH2:53][C:47]2[CH:46]=[C:45]([N:43]3[C:42](=[O:57])[CH2:41][C@@H:40]([NH:39][C:7]([C:5]4[S:6][C:2]([Br:1])=[CH:3][CH:4]=4)=[O:9])[CH2:44]3)[CH:56]=[CH:55][C:48]=2[CH2:49][CH2:50]1. The catalyst class is: 3. (8) Reactant: [C:1]([O:5][C:6](=[O:17])[NH:7][C:8]1[C:13]([NH:14][NH2:15])=[N:12][C:11]([Br:16])=[CH:10][N:9]=1)([CH3:4])([CH3:3])[CH3:2].[CH3:18][C:19]([CH2:21][C:22]([CH3:24])=O)=O. Product: [C:1]([O:5][C:6](=[O:17])[NH:7][C:8]1[C:13]([N:14]2[C:22]([CH3:24])=[CH:21][C:19]([CH3:18])=[N:15]2)=[N:12][C:11]([Br:16])=[CH:10][N:9]=1)([CH3:4])([CH3:2])[CH3:3]. The catalyst class is: 8. (9) Reactant: [F:1][C:2]1[CH:3]=[C:4]([CH:10]2[CH2:15][CH:14]([C:16]([O:18]C)=[O:17])[CH2:13][CH2:12][N:11]2[C:20]([O:22][CH3:23])=[O:21])[CH:5]=[C:6]([F:9])[C:7]=1[F:8].[Br-].[Li+].CCN(CC)CC.CC(OC)(C)C. Product: [CH3:23][O:22][C:20]([N:11]1[CH2:12][CH2:13][CH:14]([C:16]([OH:18])=[O:17])[CH2:15][CH:10]1[C:4]1[CH:5]=[C:6]([F:9])[C:7]([F:8])=[C:2]([F:1])[CH:3]=1)=[O:21]. The catalyst class is: 47.